The task is: Predict the reactants needed to synthesize the given product.. This data is from Full USPTO retrosynthesis dataset with 1.9M reactions from patents (1976-2016). (1) Given the product [CH:26]([C:2]1[C:11]2[C:6](=[CH:7][C:8]([C:12]3[CH:13]=[C:14]([CH:20]=[CH:21][C:22]=3[CH3:23])[C:15]([O:17][CH2:18][CH3:19])=[O:16])=[CH:9][CH:10]=2)[CH:5]=[N:4][N:3]=1)([CH3:27])[CH3:25], predict the reactants needed to synthesize it. The reactants are: Cl[C:2]1[C:11]2[C:6](=[CH:7][C:8]([C:12]3[CH:13]=[C:14]([CH:20]=[CH:21][C:22]=3[CH3:23])[C:15]([O:17][CH2:18][CH3:19])=[O:16])=[CH:9][CH:10]=2)[CH:5]=[N:4][N:3]=1.O1C[CH2:27][CH2:26][CH2:25]1.CN1CCCC1=O.C([Mg]Cl)(C)C. (2) Given the product [F:18][C:2]1([F:1])[CH2:3][CH2:4][CH:5]([NH:8][C:9]2[N:17]=[CH:16][CH:15]=[CH:14][C:10]=2[C:11]([NH:54][C:50]([CH3:51])([C:52]#[CH:53])[CH3:49])=[O:13])[CH2:6][CH2:7]1, predict the reactants needed to synthesize it. The reactants are: [F:1][C:2]1([F:18])[CH2:7][CH2:6][CH:5]([NH:8][C:9]2[N:17]=[CH:16][CH:15]=[CH:14][C:10]=2[C:11]([OH:13])=O)[CH2:4][CH2:3]1.CCN=C=NCCCN(C)C.C1C=CC2N(O)N=NC=2C=1.CCN(C(C)C)C(C)C.[CH3:49][C:50]([NH2:54])([C:52]#[CH:53])[CH3:51].